Dataset: Full USPTO retrosynthesis dataset with 1.9M reactions from patents (1976-2016). Task: Predict the reactants needed to synthesize the given product. (1) Given the product [ClH:1].[Cl:1][C:2]1[CH:3]=[CH:4][C:5]([CH2:6][NH:7][C:8]2[N:12]([CH3:13])[C:11]3[CH:14]=[CH:15][C:16]([N:18]([C:20]4[CH:25]=[CH:24][N:23]=[C:22]([NH:38][C:37]5[CH:39]=[CH:40][C:34]([CH2:33][S:30]([CH3:29])(=[O:32])=[O:31])=[CH:35][CH:36]=5)[N:21]=4)[CH3:19])=[CH:17][C:10]=3[N:9]=2)=[CH:27][CH:28]=1, predict the reactants needed to synthesize it. The reactants are: [Cl:1][C:2]1[CH:28]=[CH:27][C:5]([CH2:6][NH:7][C:8]2[N:12]([CH3:13])[C:11]3[CH:14]=[CH:15][C:16]([N:18]([C:20]4[CH:25]=[CH:24][N:23]=[C:22](Cl)[N:21]=4)[CH3:19])=[CH:17][C:10]=3[N:9]=2)=[CH:4][CH:3]=1.[CH3:29][S:30]([CH2:33][C:34]1[CH:40]=[CH:39][C:37]([NH2:38])=[CH:36][CH:35]=1)(=[O:32])=[O:31]. (2) Given the product [Br:1][C:2]1[CH:7]=[C:6]([C:8](=[O:23])[CH2:9][C:10]([C:15]2[CH:20]=[C:19]([Cl:21])[CH:18]=[C:17]([Cl:22])[CH:16]=2)([CH2:39][N+:36]([O-:38])=[O:37])[C:11]([F:14])([F:13])[F:12])[CH:5]=[CH:4][C:3]=1[CH2:24][N:25]1[C:26](=[O:35])[C:27]2=[CH:34][CH:33]=[CH:32][CH:31]=[C:28]2[C:29]1=[O:30], predict the reactants needed to synthesize it. The reactants are: [Br:1][C:2]1[CH:7]=[C:6]([C:8](=[O:23])[CH:9]=[C:10]([C:15]2[CH:20]=[C:19]([Cl:21])[CH:18]=[C:17]([Cl:22])[CH:16]=2)[C:11]([F:14])([F:13])[F:12])[CH:5]=[CH:4][C:3]=1[CH2:24][N:25]1[C:29](=[O:30])[C:28]2=[CH:31][CH:32]=[CH:33][CH:34]=[C:27]2[C:26]1=[O:35].[N+:36]([CH3:39])([O-:38])=[O:37].C1CCN2C(=NCCC2)CC1.O. (3) Given the product [F:33][C:2]1([F:1])[O:6][C:5]2[CH:7]=[CH:8][C:9]([C:11]3([C:14]([NH:16][C:17]4[CH:18]=[C:19]([CH3:32])[CH:20]=[C:21]([C:23]5[CH:28]=[C:27]([CH3:29])[C:26](=[O:30])[NH:25][CH:24]=5)[N:22]=4)=[O:15])[CH2:13][CH2:12]3)=[CH:10][C:4]=2[O:3]1, predict the reactants needed to synthesize it. The reactants are: [F:1][C:2]1([F:33])[O:6][C:5]2[CH:7]=[CH:8][C:9]([C:11]3([C:14]([NH:16][C:17]4[N:22]=[C:21]([C:23]5[CH:24]=[N:25][C:26]([O:30]C)=[C:27]([CH3:29])[CH:28]=5)[CH:20]=[C:19]([CH3:32])[CH:18]=4)=[O:15])[CH2:13][CH2:12]3)=[CH:10][C:4]=2[O:3]1.Cl. (4) Given the product [CH3:24][N:23]([CH3:25])[C:21]([C:4]1[N:5]([C:15]2[CH:20]=[CH:19][CH:18]=[CH:17][CH:16]=2)[C:6]2[C:11]([C:12](=[O:13])[C:3]=1[CH2:2][NH:1][C:31](=[O:32])[C:30]1[CH:34]=[CH:35][C:27]([F:26])=[CH:28][CH:29]=1)=[CH:10][CH:9]=[C:8]([Cl:14])[CH:7]=2)=[O:22], predict the reactants needed to synthesize it. The reactants are: [NH2:1][CH2:2][C:3]1[C:12](=[O:13])[C:11]2[C:6](=[CH:7][C:8]([Cl:14])=[CH:9][CH:10]=2)[N:5]([C:15]2[CH:20]=[CH:19][CH:18]=[CH:17][CH:16]=2)[C:4]=1[C:21]([N:23]([CH3:25])[CH3:24])=[O:22].[F:26][C:27]1[CH:35]=[CH:34][C:30]([C:31](O)=[O:32])=[CH:29][CH:28]=1. (5) Given the product [C:19]([O:23][C:24](=[O:36])[NH:25][C:26]1([C:34]#[C:35][C:2]2[CH:3]=[CH:4][C:5]([O:10][CH2:11][CH2:12][CH2:13][CH2:14][CH2:15][CH2:16][CH2:17][CH3:18])=[C:6]([C:7]#[N:8])[CH:9]=2)[CH2:31][O:30][C:29]([CH3:33])([CH3:32])[O:28][CH2:27]1)([CH3:22])([CH3:21])[CH3:20], predict the reactants needed to synthesize it. The reactants are: Br[C:2]1[CH:3]=[CH:4][C:5]([O:10][CH2:11][CH2:12][CH2:13][CH2:14][CH2:15][CH2:16][CH2:17][CH3:18])=[C:6]([CH:9]=1)[C:7]#[N:8].[C:19]([O:23][C:24](=[O:36])[NH:25][C:26]1([C:34]#[CH:35])[CH2:31][O:30][C:29]([CH3:33])([CH3:32])[O:28][CH2:27]1)([CH3:22])([CH3:21])[CH3:20].C1(P(C2CCCCC2)C2C=CC=CC=2C2C(C(C)C)=CC(C(C)C)=CC=2C(C)C)CCCCC1.C(=O)([O-])[O-].[Cs+].[Cs+]. (6) Given the product [NH:9]([C:10]1[CH:15]=[CH:14][C:13]([C:16]([NH:17][CH:18]2[CH2:19][C:20]([CH3:27])([CH3:28])[N:21]([CH3:26])[C:22]([CH3:25])([CH3:24])[CH2:23]2)=[O:29])=[CH:12][CH:11]=1)[NH2:8], predict the reactants needed to synthesize it. The reactants are: C(OC([NH:8][NH:9][C:10]1[CH:15]=[CH:14][C:13]([C:16](=[O:29])[NH:17][CH:18]2[CH2:23][C:22]([CH3:25])([CH3:24])[N:21]([CH3:26])[C:20]([CH3:28])([CH3:27])[CH2:19]2)=[CH:12][CH:11]=1)=O)(C)(C)C.